This data is from Drug-target binding data from BindingDB using IC50 measurements. The task is: Regression. Given a target protein amino acid sequence and a drug SMILES string, predict the binding affinity score between them. We predict pIC50 (pIC50 = -log10(IC50 in M); higher means more potent). Dataset: bindingdb_ic50. (1) The drug is CC(C)[C@H](CO)Nc1nc(Nc2cccc(Cl)c2)c2ncn(C(C)C)c2n1. The target protein sequence is MEDYSKIEKIGEGTYGVVYKGRCKKDGSIVALKKIRLESEEEGVPSTAIREISLLKELQHPNVVNLSNVLMQESRLYLVFEFLTMDLKKYMETLRGTTMDPALVKSYLHQIVQGILFCHCRRVLHRDLKPQNLLIDEKGIIKLADFGLARAFGIPVRVYTHEVVTLWYRAPEVLLGSPRYSTPVDVWSIGCIFAEMVTKRPLFHGDSEIDQLFRIFRTPGTPTDKTWPGVTELPDHKSTFPKWTTNNLAKSVKTLTLRNDLLQKMLIYDPAKRISCKAALSHPYLKDFEGGTVLPTRLGQ. The pIC50 is 6.3. (2) The compound is CCCCC[C@@H](O)/C=C/[C@H]1C2CCC(O2)[C@@H]1C/C=C\CCCC(=O)O. The target protein (O02853) has sequence MATPNRLWMALLLLGVLGVLQTPAPAQAALQPNFEEDKFLGRWFTSGLASNSSWFLEKKKVLSMCKSVVAPAADGGLNLTSTFLRKDQCETRTLLLRPAGPPGCYSYTSPHWSSTHEVSVAETDYETYALLYTEGVRGPGQDFRMATLYSRSQNPRAEVKEHFTTFAKSLGFTEEGIVFLPKTDKCMEEHP. The pIC50 is 3.0. (3) The small molecule is CC[C@H](C)[C@H](NC(=O)[C@@H](NC(=O)[C@@H](NC(=O)[C@H](CC(C)C)NC(=O)[C@H](Cc1cnc[nH]1)NC(=O)[C@@H]1CSSC[C@@H](N)C(=O)N[C@@H](CO)C(=O)N[C@@H]2CSSC[C@@H](NC(=O)[C@H](CCC(=O)O)NC(=O)[C@@H](CCCCN)NC(=O)[C@H](CC(=O)O)NC(=O)[C@@H](CCSC)NC(=O)[C@H](CC(C)C)NC(=O)[C@@H](CO)NC(=O)[C@H](CO)NC2=O)C(=O)N[C@@H](C(C)C)C(=O)N[C@H](Cc2ccc(O)cc2)C(=O)N[C@@H](Cc2ccccc2)C(=O)N1)[C@@H](C)O)[C@@H](C)CC)C(=O)N[C@@H](Cc1c[nH]c2ccccc12)C(=O)O. The target protein (P28088) has sequence MQPLPSLCGRALVALILACGVAGIQAEEREFPPAGATQPLPGTGEMMETPTETSWPGRSNASDPRSSATPQIPRGGRMAGIPPRTPPPCDGPIEIKETFKYINTVVSCLVFVLGIIGNSTLLRIIYKNKCMRNGPNILIASLALGDLLHIIIDIPINTYKLLAKDWPFGVEMCKLVPFIQKASVGITVLSLCALSIDRYRAVASWSRIKGIGVPKWTAVEIVLIWVVSVVLAVPEAVGFDIITSDHIGNKLRICLLHPTQKTAFMQFYKTAKDWWLFSFYFCLPLAITALFYTLMTCEMLRKKSGMQIALNDHLKQRREVAKTVFCLVLVFALCWLPLHLSRILKLTLYDQHDPRRCEFLSFLLVLDYIGINMASLNSCINPIALYLVSKRFKNCFKSCLCCWCQSFEEKQSLEEKQSCLKFKANDHGYDNFRSSNKYSSS. The pIC50 is 9.4. (4) The small molecule is C=C/C(C)=C/C1(C)SC(=O)C(C)C1=O. The target protein (P0A953) has sequence MKRAVITGLGIVSSIGNNQQEVLASLREGRSGITFSQELKDSGMRSHVWGNVKLDTTGLIDRKVVRFMSDASIYAFLSMEQAIADAGLSPEAYQNNPRVGLIAGSGGGSPRFQVFGADAMRGPRGLKAVGPYVVTKAMASGVSACLATPFKIHGVNYSISSACATSAHCIGNAVEQIQLGKQDIVFAGGGEELCWEMACEFDAMGALSTKYNDTPEKASRTYDAHRDGFVIAGGGGMVVVEELEHALARGAHIYAEIVGYGATSDGADMVAPSGEGAVRCMKMAMHGVDTPIDYLNSHGTSTPVGDVKELAAIREVFGDKSPAISATKAMTGHSLGAAGVQEAIYSLLMLEHGFIAPSINIEELDEQAAGLNIVTETTDRELTTVMSNSFGFGGTNATLVMRKLKD. The pIC50 is 4.7. (5) The small molecule is CC1=C(C(=O)SC(C)(C)C)C(c2ccc(Br)cc2)C=C(c2ccc(C)cc2)N1. The target protein (Q01668) has sequence MMMMMMMKKMQHQRQQQADHANEANYARGTRLPLSGEGPTSQPNSSKQTVLSWQAAIDAARQAKAAQTMSTSAPPPVGSLSQRKRQQYAKSKKQGNSSNSRPARALFCLSLNNPIRRACISIVEWKPFDIFILLAIFANCVALAIYIPFPEDDSNSTNHNLEKVEYAFLIIFTVETFLKIIAYGLLLHPNAYVRNGWNLLDFVIVIVGLFSVILEQLTKETEGGNHSSGKSGGFDVKALRAFRVLRPLRLVSGVPSLQVVLNSIIKAMVPLLHIALLVLFVIIIYAIIGLELFIGKMHKTCFFADSDIVAEEDPAPCAFSGNGRQCTANGTECRSGWVGPNGGITNFDNFAFAMLTVFQCITMEGWTDVLYWMNDAMGFELPWVYFVSLVIFGSFFVLNLVLGVLSGEFSKEREKAKARGDFQKLREKQQLEEDLKGYLDWITQAEDIDPENEEEGGEEGKRNTSMPTSETESVNTENVSGEGENRGCCGSLCQAISKSK.... The pIC50 is 4.2. (6) The drug is Cc1cc2ncnn2cc1-c1[nH]c2ccc(C3CCN(Cc4cncs4)CC3)cc2c1C(C)C. The target protein (Q9NR96) has sequence MGFCRSALHPLSLLVQAIMLAMTLALGTLPAFLPCELQPHGLVNCNWLFLKSVPHFSMAAPRGNVTSLSLSSNRIHHLHDSDFAHLPSLRHLNLKWNCPPVGLSPMHFPCHMTIEPSTFLAVPTLEELNLSYNNIMTVPALPKSLISLSLSHTNILMLDSASLAGLHALRFLFMDGNCYYKNPCRQALEVAPGALLGLGNLTHLSLKYNNLTVVPRNLPSSLEYLLLSYNRIVKLAPEDLANLTALRVLDVGGNCRRCDHAPNPCMECPRHFPQLHPDTFSHLSRLEGLVLKDSSLSWLNASWFRGLGNLRVLDLSENFLYKCITKTKAFQGLTQLRKLNLSFNYQKRVSFAHLSLAPSFGSLVALKELDMHGIFFRSLDETTLRPLARLPMLQTLRLQMNFINQAQLGIFRAFPGLRYVDLSDNRISGASELTATMGEADGGEKVWLQPGDLAPAPVDTPSSEDFRPNCSTLNFTLDLSRNNLVTVQPEMFAQLSHLQC.... The pIC50 is 4.9. (7) The target protein (P06734) has sequence MEEGQYSEIEELPRRRCCRRGTQIVLLGLVTAALWAGLLTLLLLWHWDTTQSLKQLEERAARNVSQVSKNLESHHGDQMAQKSQSTQISQELEELRAEQQRLKSQDLELSWNLNGLQADLSSFKSQELNERNEASDLLERLREEVTKLRMELQVSSGFVCNTCPEKWINFQRKCYYFGKGTKQWVHARYACDDMEGQLVSIHSPEEQDFLTKHASHTGSWIGLRNLDLKGEFIWVDGSHVDYSNWAPGEPTSRSQGEDCVMMRGSGRWNDAFCDRKLGAWVCDRLATCTPPASEGSAESMGPDSRPDPDGRLPTPSAPLHS. The compound is CC(=O)SC[C@H](C(=O)NO)[C@@H](CC(C)C)C(=O)N[C@@H](Cc1ccccc1)C(N)=O. The pIC50 is 6.0. (8) The compound is O=c1cc(CN(c2cccc(Cl)c2)c2cnccn2)c2ccc(F)c(F)c2[nH]1. The target protein sequence is MACPWKFLFKTKFHQYAMNGEKDINNNVEKAPCATSSPVTQDDLQYHNLSKQQNESPQPLVETGKKSPESLVKLDATPLSSPRHVRIKNWGSGMTFQDTLHHKAKGILTCRSKSCLGSIMTPKSLTRGPRDKPTPPDELLPQAIEFVNQYYGSFKEAKIEEHLARVEAVTKEIETTGTYQLTGDELIFATKQAWRNAPRCIGRIQWSNLQVFDARSCSTAREMFEHICRHVRYSTNNGNIRSAITVFPQRSDGKHDFRVWNAQLIRYAGYQMPDGSIRGDPANVEFTQLCIDLGWKPKYGRFDVVPLVLQANGRDPELFEIPPDLVLEVAMEHPKYEWFRELELKWYALPAVANMLLEVGGLEFPGCPFNGWYMGTEIGVRDFCDVQRYNILEEVGRRMGLETHKLASLWKDQAVVEINIAVLHSFQKQNVTIMDHHSAAESFMKYMQNEYRSRGGCPADWIWLVPPMSGSITPVFHQEMLNYVLSPFYYYQVEAWKTHV.... The pIC50 is 8.3. (9) The drug is COC(=O)C(Cc1ccccc1)N1C(=O)c2ccccc2NC1c1ccc(Cl)cc1. The pIC50 is 8.3. The target protein (P56560) has sequence MSSKCDVVVVGGGISGMAAAKLLHDSGLNVIVLEARDRVGGRTYTLRNQKVKYVDLGGSYVGPTQNHILRLSKELGLETYKVNEVERLIHHTKGKSYPFRGSFPSVWNPITYLDHNNLWRTMDDMGREIPSDAPWKAPLAEQWDLMTMKELLDKICWTESSKQLAILFVNLCVTAEIHEVSALWFLWYVKQCGGTTRIFSTSNGGQERKFVGGSGQVSERIMDLLGDRVKLERPVIHIDQTGENVLVETLNHELYEAKYVISAVPPVLGMKIHFNPPLPMMRNQLITRVPLGSVIKSIVYYKEPFWRNMDYCGSMIIEGEEAPVAYALDDTKPDGSYPAIIGFILAHKARKLARLTKEERLKKLCDLYAKVLGSQEALHPVHYEEKNWCEEQYSGGCYTSYFPPGIMTQYGRVLRQPVGRIYFAGTETATHWSGYMEGAVEAGERAAREILHAMGKIPEDEIWLPEPESVDVPAKPITTTFLQRHLPSVPGLLKLIGLTT.... (10) The small molecule is O=[N+]([O-])c1ccc2c(c1)[C@@H](O)CCC2. The target protein sequence is MSVKWTSVILLIQLSFCFSSGNCGKVLVWAAEYSHWMNIKTILDELIQRGHEVTVLASSASILFDPNNSSALKIEIYPTSLTKTELENFIMQQIKRWSDLPKDTFWLYFSQVQEIMSIFGDITRKFCKDVVSNKKFMKKVQESRFDVIFADAIFPCSELLAELFNIPFVYSLSFSPGYTFEKHSGGFIFPPSYVPVVMSELTDQMTFMERVKNMIYVLYFDFWFEIFDMKKWDQFYSEVLGRPTTLSETMGKADVWLIRNSWNFQFPHPLLPNVDFVGGLHCKPAKPLPKEMEDFVQSSGENGVVVFSLGSMVSNMTEERANVIASALAQIPQKVLWRFDGNKPDTLGLNTRLYKWIPQNDLLGHPKTRAFITHGGANGIYEAIYHGIPMVGIPLFADQPDNIAHMKARGAAVRVDFNTMSSTDLLNALKRVINDPSYKENVMKLSRIQHDQPVKPLDRAVFWIEFVMRHKGAKHLRVAAHDLTWFQYHSLDVIGFLLVC.... The pIC50 is 3.2.